From a dataset of Reaction yield outcomes from USPTO patents with 853,638 reactions. Predict the reaction yield, written as a fraction of the theoretical maximum amount of product (1.0 means a 100% yield; for example, 0.34 means a 34% yield). (1) The product is [Br:12][C:6]1[CH:5]=[C:4]2[C:9]([CH:10]=[CH:11][CH:2]=[C:3]2[Cl:17])=[CH:8][CH:7]=1. The reactants are N[C:2]1[CH:11]=[CH:10][C:9]2[C:4](=[CH:5][C:6]([Br:12])=[CH:7][CH:8]=2)[CH:3]=1.N([O-])=O.[Na+].[Cl:17]CCl. The catalyst is O.Cl.[Cu]Cl. The yield is 0.430. (2) The reactants are [NH2:1][C:2]1[N:7]=[CH:6][N:5]=[C:4]2[N:8]([CH2:26][C@H:27]3[CH2:31][CH2:30][CH2:29][N:28]3[C:32](=[O:36])[CH2:33][C:34]#[N:35])[N:9]=[C:10]([C:11]3[CH:16]=[CH:15][C:14]([O:17][C:18]4[C:23]([F:24])=[CH:22][CH:21]=[CH:20][C:19]=4[F:25])=[CH:13][CH:12]=3)[C:3]=12.N1[CH2:42][CH2:41][CH2:40][CH2:39]C1. The catalyst is CO.C1(C=O)CC1. The product is [NH2:1][C:2]1[N:7]=[CH:6][N:5]=[C:4]2[N:8]([CH2:26][C@H:27]3[CH2:31][CH2:30][CH2:29][N:28]3[C:32]([C:33](=[CH:39][CH:40]3[CH2:42][CH2:41]3)[C:34]#[N:35])=[O:36])[N:9]=[C:10]([C:11]3[CH:16]=[CH:15][C:14]([O:17][C:18]4[C:23]([F:24])=[CH:22][CH:21]=[CH:20][C:19]=4[F:25])=[CH:13][CH:12]=3)[C:3]=12. The yield is 0.230. (3) The yield is 1.00. The product is [NH2:7][C:8]1[C:9]([Cl:18])=[CH:10][C:11]([C:12]([O:14][CH3:19])=[O:13])=[CH:15][C:16]=1[Cl:17]. The reactants are S(Cl)(Cl)=O.CO.[NH2:7][C:8]1[C:16]([Cl:17])=[CH:15][C:11]([C:12]([OH:14])=[O:13])=[CH:10][C:9]=1[Cl:18].[C:19](=O)(O)[O-].[Na+]. The catalyst is O. (4) The reactants are N[C:2]1[C:7]([OH:8])=[CH:6][CH:5]=[C:4]([CH3:9])[N:3]=1.C=O.[C:12]([BH3-])#[N:13].[Na+].[C:16](O)(=O)C. The catalyst is CO.C(=O)([O-])O.[Na+]. The product is [CH3:16][N:13]([CH3:12])[C:2]1[C:7]([OH:8])=[CH:6][CH:5]=[C:4]([CH3:9])[N:3]=1. The yield is 0.770. (5) The reactants are [Cl:1][C:2](Cl)([O:4]C(=O)OC(Cl)(Cl)Cl)Cl.N1C=CC=CC=1.[CH3:19][C@H:20]1[CH2:25][CH2:24][CH2:23][CH2:22][NH:21]1.Cl. The catalyst is C(Cl)Cl. The product is [CH3:19][C@H:20]1[CH2:25][CH2:24][CH2:23][CH2:22][N:21]1[C:2]([Cl:1])=[O:4]. The yield is 0.920. (6) The yield is 0.690. No catalyst specified. The product is [Br:1][C:2]1[CH:3]=[C:4]2[C:9](=[CH:10][CH:11]=1)[N:8]=[CH:7][C:6]([C:12]([CH:14]1[CH2:16][CH2:15]1)=[O:13])=[C:5]2[NH:18][C:19]1[CH:20]=[CH:21][C:22]([NH:25][CH:26]2[CH2:31][CH2:30][CH2:29][N:28]([C:32]([O:34][C:35]([CH3:38])([CH3:37])[CH3:36])=[O:33])[CH2:27]2)=[N:23][CH:24]=1. The reactants are [Br:1][C:2]1[CH:3]=[C:4]2[C:9](=[CH:10][CH:11]=1)[N:8]=[CH:7][C:6]([C:12]([CH:14]1[CH2:16][CH2:15]1)=[O:13])=[C:5]2Cl.[NH2:18][C:19]1[CH:20]=[CH:21][C:22]([NH:25][CH:26]2[CH2:31][CH2:30][CH2:29][N:28]([C:32]([O:34][C:35]([CH3:38])([CH3:37])[CH3:36])=[O:33])[CH2:27]2)=[N:23][CH:24]=1.